Dataset: Acute oral toxicity (LD50) regression data from Zhu et al.. Task: Regression/Classification. Given a drug SMILES string, predict its toxicity properties. Task type varies by dataset: regression for continuous values (e.g., LD50, hERG inhibition percentage) or binary classification for toxic/non-toxic outcomes (e.g., AMES mutagenicity, cardiotoxicity, hepatotoxicity). Dataset: ld50_zhu. (1) The compound is OCC1CCC(CO)CC1. The rat oral LD50 is 1.65, given as -log10 of the dose in mol/kg body weight (higher means more acutely toxic). (2) The molecule is C#CCBr. The rat oral LD50 is 3.35, given as -log10 of the dose in mol/kg body weight (higher means more acutely toxic). (3) The compound is O=C1C(Cc2ccccc2)C(=O)N(c2ccccc2)N1c1ccccc1. The rat oral LD50 is 3.06, given as -log10 of the dose in mol/kg body weight (higher means more acutely toxic). (4) The compound is CC1=CCC(C(C)(C)O)CC1. The rat oral LD50 is 1.48, given as -log10 of the dose in mol/kg body weight (higher means more acutely toxic). (5) The drug is CCCCC(O)CC. The rat oral LD50 is 1.79, given as -log10 of the dose in mol/kg body weight (higher means more acutely toxic). (6) The drug is CCc1ccc(C)cc1. The rat oral LD50 is 1.39, given as -log10 of the dose in mol/kg body weight (higher means more acutely toxic). (7) The drug is Clc1ccc([Si]23OCCN(CCO2)CCO3)cc1. The rat oral LD50 is 2.74, given as -log10 of the dose in mol/kg body weight (higher means more acutely toxic).